From a dataset of Full USPTO retrosynthesis dataset with 1.9M reactions from patents (1976-2016). Predict the reactants needed to synthesize the given product. Given the product [CH:18]1[CH:19]=[CH:20][C:15]2[CH2:14][NH:30][CH2:28][CH2:29][N:10]3[C:16]=2[C:17]=1[CH:9]1[CH2:8][CH2:23][CH2:24][CH:25]1[CH2:21]3, predict the reactants needed to synthesize it. The reactants are: B(F)(F)F.CCO[CH2:8][CH3:9].[NH:10]1[C:16]2[CH:17]=[CH:18][CH:19]=[CH:20][C:15]=2[CH:14]=CC=N1.[CH:21]1[CH2:25][CH2:24][CH2:23]C=1.C=O.[C:28](#[N:30])[CH3:29].